From a dataset of Catalyst prediction with 721,799 reactions and 888 catalyst types from USPTO. Predict which catalyst facilitates the given reaction. Reactant: [Br:1][CH2:2][C:3]1[C:8]2[S:9][C:10]3[CH:15]=[CH:14][CH:13]=[CH:12][C:11]=3[C:7]=2[CH:6]=[CH:5][CH:4]=1.[C:16]1([P:22]([C:29]2[CH:34]=[CH:33][CH:32]=[CH:31][CH:30]=2)[C:23]2[CH:28]=[CH:27][CH:26]=[CH:25][CH:24]=2)[CH:21]=[CH:20][CH:19]=[CH:18][CH:17]=1. Product: [Br-:1].[CH:6]1[C:7]2[C:11]3[CH:12]=[CH:13][CH:14]=[CH:15][C:10]=3[S:9][C:8]=2[C:3]([CH2:2][P+:22]([C:23]2[CH:24]=[CH:25][CH:26]=[CH:27][CH:28]=2)([C:29]2[CH:34]=[CH:33][CH:32]=[CH:31][CH:30]=2)[C:16]2[CH:17]=[CH:18][CH:19]=[CH:20][CH:21]=2)=[CH:4][CH:5]=1. The catalyst class is: 113.